Predict which catalyst facilitates the given reaction. From a dataset of Catalyst prediction with 721,799 reactions and 888 catalyst types from USPTO. (1) Reactant: [NH2:1][C:2]1[CH:7]=[CH:6][C:5]([F:8])=[CH:4][C:3]=1[NH:9][C:10]1[N:18]=[C:17]2[C:13]([NH:14][C:15](=[O:26])[N:16]2[C@H:19]2[CH2:24][CH2:23][C@H:22]([OH:25])[CH2:21][CH2:20]2)=[C:12]([Cl:27])[N:11]=1.CO.[CH3:30]OC(OC)OC.C1(C)C=CC(S(O)(=O)=O)=CC=1. Product: [Cl:27][C:12]1[N:11]=[C:10]([N:9]2[C:3]3[CH:4]=[C:5]([F:8])[CH:6]=[CH:7][C:2]=3[N:1]=[CH:30]2)[N:18]=[C:17]2[C:13]=1[NH:14][C:15](=[O:26])[N:16]2[C@H:19]1[CH2:20][CH2:21][C@H:22]([OH:25])[CH2:23][CH2:24]1. The catalyst class is: 192. (2) Reactant: [CH2:1]=[CH:2][C:3]1[CH2:23][S:22][C@@H:6]2[C@H:7]([NH:10][C:11](/[C:13](/[C:16]3[N:20]=[C:19]([NH2:21])[S:18][CH:17]=3)=[N:14]\[OH:15])=[O:12])[C:8](=[O:9])[N:5]2[C:4]=1[C:24]([OH:26])=[O:25].[Cs].C(N(CC(O)=O)CC(O)=O)CN(CC(O)=O)CC(O)=O. Product: [CH2:1]=[CH:2][C:3]1[CH2:23][S:22][C@@H:6]2[C@H:7]([NH:10][C:11](/[C:13](/[C:16]3[N:20]=[C:19]([NH2:21])[S:18][CH:17]=3)=[N:14]\[OH:15])=[O:12])[C:8](=[O:9])[N:5]2[C:4]=1[C:24]([OH:26])=[O:25]. The catalyst class is: 6. (3) Reactant: C([O-])([O-])=O.[Cs+].[Cs+].[Br:7][C:8]1[CH:13]=[CH:12][C:11]([CH:14]([OH:19])[C:15]([F:18])([F:17])[F:16])=[C:10]([F:20])[CH:9]=1.[NH2:21][C:22]1[N:27]=[C:26]([C:28]2[CH:33]=[CH:32][C:31]([CH2:34][C@H:35]([NH:39][C:40]([O:42][C:43]([CH3:46])([CH3:45])[CH3:44])=[O:41])[C:36]([OH:38])=[O:37])=[CH:30][CH:29]=2)[CH:25]=[C:24](Cl)[N:23]=1.O. Product: [NH2:21][C:22]1[N:27]=[C:26]([C:28]2[CH:33]=[CH:32][C:31]([CH2:34][C@H:35]([NH:39][C:40]([O:42][C:43]([CH3:46])([CH3:45])[CH3:44])=[O:41])[C:36]([OH:38])=[O:37])=[CH:30][CH:29]=2)[CH:25]=[C:24]([O:19][CH:14]([C:11]2[CH:12]=[CH:13][C:8]([Br:7])=[CH:9][C:10]=2[F:20])[C:15]([F:18])([F:17])[F:16])[N:23]=1. The catalyst class is: 155. (4) Reactant: Cl.[O:2]=[C:3]1[C:7]2([CH2:12][CH2:11][N:10](C(OC(C)(C)C)=O)[CH2:9][CH2:8]2)[N:6]=[CH:5][NH:4]1. Product: [N:6]1[C:7]2([CH2:8][CH2:9][NH:10][CH2:11][CH2:12]2)[C:3](=[O:2])[NH:4][CH:5]=1. The catalyst class is: 12. (5) Reactant: C(O[C:6]([N:8]1[CH2:13][CH2:12][CH:11]([N:14]2[CH:18]=[C:17]([C:19]3[CH:20]=[N:21][CH:22]=[C:23]([C:25]4[C:34]5[C:29](=[N:30][CH:31]=[CH:32][CH:33]=5)[N:28]=[C:27]([C:35]5[CH:40]=[CH:39][CH:38]=[CH:37][C:36]=5[F:41])[CH:26]=4)[CH:24]=3)[CH:16]=[N:15]2)[CH2:10][CH2:9]1)=O)(C)(C)C.C=O. Product: [F:41][C:36]1[CH:37]=[CH:38][CH:39]=[CH:40][C:35]=1[C:27]1[CH:26]=[C:25]([C:23]2[CH:22]=[N:21][CH:20]=[C:19]([C:17]3[CH:16]=[N:15][N:14]([CH:11]4[CH2:12][CH2:13][N:8]([CH3:6])[CH2:9][CH2:10]4)[CH:18]=3)[CH:24]=2)[C:34]2[C:29](=[N:30][CH:31]=[CH:32][CH:33]=2)[N:28]=1. The catalyst class is: 106. (6) Reactant: Br[C:2]12[CH2:11][CH:6]3[CH2:7][CH:8]([CH2:10][CH:4]([CH:5]3[NH:12][C:13]3[C:18]([C:19]([NH2:21])=[O:20])=[CH:17][N:16]=[C:15]4[NH:22][CH:23]=[CH:24][C:14]=34)[CH2:3]1)[CH2:9]2.[CH2:25]([C:28]#[N:29])[CH2:26][OH:27]. Product: [C:28]([CH2:25][CH2:26][O:27][C:2]12[CH2:11][CH:6]3[CH2:7][CH:8]([CH2:10][CH:4]([CH:5]3[NH:12][C:13]3[C:18]([C:19]([NH2:21])=[O:20])=[CH:17][N:16]=[C:15]4[NH:22][CH:23]=[CH:24][C:14]=34)[CH2:3]1)[CH2:9]2)#[N:29]. The catalyst class is: 66. (7) Reactant: [Cl:1][C:2]1[C:7](I)=[CH:6][N:5]=[C:4]2[CH:9]=[CH:10][S:11][C:3]=12.[CH3:12][C@@H:13]([OH:16])[C:14]#[CH:15].C(N(CC)CC)C. Product: [Cl:1][C:2]1[C:7]([C:15]#[C:14][C@H:13]([OH:16])[CH3:12])=[CH:6][N:5]=[C:4]2[CH:9]=[CH:10][S:11][C:3]=12. The catalyst class is: 778.